This data is from Reaction yield outcomes from USPTO patents with 853,638 reactions. The task is: Predict the reaction yield, written as a fraction of the theoretical maximum amount of product (1.0 means a 100% yield; for example, 0.34 means a 34% yield). (1) The reactants are Br[C:2]1[C:3](=[O:10])[CH2:4][CH2:5][C:6]=1[O:7][CH2:8][CH3:9].C([O-])([O-])=O.[K+].[K+].[F:17][C:18]1[CH:23]=[CH:22][C:21](B(O)O)=[CH:20][CH:19]=1. The catalyst is C1(C)C=CC=CC=1.C1C=CC=CC=1.O.CCO.C1C=CC(/C=C/C(/C=C/C2C=CC=CC=2)=O)=CC=1.C1C=CC(/C=C/C(/C=C/C2C=CC=CC=2)=O)=CC=1.[Pd].C1C=CC(/C=C/C(/C=C/C2C=CC=CC=2)=O)=CC=1.C1C=CC(/C=C/C(/C=C/C2C=CC=CC=2)=O)=CC=1.C1C=CC(/C=C/C(/C=C/C2C=CC=CC=2)=O)=CC=1.[Pd].[Pd].C1(P(C2C=CC=CC=2)C2C=CC=CC=2)C=CC=CC=1. The product is [CH2:8]([O:7][C:6]1[CH2:5][CH2:4][C:3](=[O:10])[C:2]=1[C:21]1[CH:22]=[CH:23][C:18]([F:17])=[CH:19][CH:20]=1)[CH3:9]. The yield is 0.700. (2) The catalyst is C(#N)C.C1C=CC([P]([Pd]([P](C2C=CC=CC=2)(C2C=CC=CC=2)C2C=CC=CC=2)([P](C2C=CC=CC=2)(C2C=CC=CC=2)C2C=CC=CC=2)[P](C2C=CC=CC=2)(C2C=CC=CC=2)C2C=CC=CC=2)(C2C=CC=CC=2)C2C=CC=CC=2)=CC=1.O. The product is [Cl:46][C:47]1[CH:52]=[CH:51][CH:50]=[CH:49][C:48]=1[C:24]1[C:25]([C:26]([O:28][CH3:29])=[O:27])=[CH:30][C:21]([C:18]2[CH:19]=[CH:20][C:10]3[O:9][C:8]([C:5]4[CH:4]=[CH:3][C:2]([F:1])=[CH:7][CH:6]=4)=[C:12]([C:13](=[O:16])[NH:14][CH3:15])[C:11]=3[CH:17]=2)=[C:22]([CH3:39])[CH:23]=1. The reactants are [F:1][C:2]1[CH:7]=[CH:6][C:5]([C:8]2[O:9][C:10]3[CH:20]=[CH:19][C:18]([C:21]4[C:22]([CH3:39])=[CH:23][C:24](OS(C(F)(F)F)(=O)=O)=[C:25]([CH:30]=4)[C:26]([O:28][CH3:29])=[O:27])=[CH:17][C:11]=3[C:12]=2[C:13](=[O:16])[NH:14][CH3:15])=[CH:4][CH:3]=1.O1CCOCC1.[Cl:46][C:47]1[CH:52]=[CH:51][CH:50]=[CH:49][C:48]=1B(O)O.C(=O)([O-])[O-].[Cs+].[Cs+]. The yield is 0.890. (3) The reactants are [CH2:1]([O:6][C:7]1[CH:12]=[CH:11][C:10](O)=[CH:9][CH:8]=1)[CH2:2][CH2:3][CH2:4][CH3:5].[CH2:14]([O:16][C:17]([O:19][C:20]1[CH:25]=[CH:24][C:23](/[CH:26]=[CH:27]/[C:28]([OH:30])=[O:29])=[CH:22][CH:21]=1)=[O:18])[CH3:15].Cl.CN(C)CCCN=C=NCC. The catalyst is CN(C)C1C=CN=CC=1.ClCCl. The product is [CH2:14]([O:16][C:17]([O:19][C:20]1[CH:25]=[CH:24][C:23](/[CH:26]=[CH:27]/[C:28]([O:30][C:10]2[CH:11]=[CH:12][C:7]([O:6][CH2:1][CH2:2][CH2:3][CH2:4][CH3:5])=[CH:8][CH:9]=2)=[O:29])=[CH:22][CH:21]=1)=[O:18])[CH3:15]. The yield is 0.940. (4) The reactants are [NH2:1][CH2:2][CH:3]1[O:7][C:6](=O)[N:5]([C:9]2[CH:14]=[CH:13][C:12]([N:15]3[CH:19]=[C:18]([C:20]([CH3:28])([CH3:27])[O:21][SiH2:22][C:23]([CH3:26])([CH3:25])[CH3:24])[N:17]=[CH:16]3)=[C:11]([F:29])[CH:10]=2)[CH2:4]1.C(N(CC)CC)C.[C:37](OC(=O)C)(=[O:39])[CH3:38]. The catalyst is C(Cl)Cl. The product is [C:23]([SiH2:22][O:21][C:20]([CH3:28])([CH3:27])[C:18]1[N:17]=[CH:16][N:15]([C:12]2[CH:13]=[CH:14][C:9]([N:5]3[CH2:4][C@H:3]([CH2:2][NH:1][C:37](=[O:39])[CH3:38])[O:7][CH2:6]3)=[CH:10][C:11]=2[F:29])[CH:19]=1)([CH3:25])([CH3:26])[CH3:24]. The yield is 0.800.